Dataset: Catalyst prediction with 721,799 reactions and 888 catalyst types from USPTO. Task: Predict which catalyst facilitates the given reaction. (1) Reactant: CN(C(ON1N=NC2C=CC=NC1=2)=[N+](C)C)C.F[P-](F)(F)(F)(F)F.[CH3:25][O:26][C@:27]1([C:36]2[CH:45]=[CH:44][C:43]3[C:38](=[CH:39][C:40]([CH:48]=[CH2:49])=[C:41]([O:46][CH3:47])[CH:42]=3)[CH:37]=2)[CH2:31][NH:30][C@H:29]([C:32]([O:34][CH3:35])=[O:33])[CH2:28]1.[CH3:50][C:51]([CH3:69])([CH2:66][CH:67]=[CH2:68])[CH2:52][CH2:53][O:54][C:55]([NH:57][C@@H:58]([C:62]([CH3:65])([CH3:64])[CH3:63])[C:59](O)=[O:60])=[O:56]. Product: [CH3:50][C:51]([CH3:69])([CH2:66][CH:67]=[CH2:68])[CH2:52][CH2:53][O:54][C:55]([NH:57][C@@H:58]([C:62]([CH3:64])([CH3:63])[CH3:65])[C:59]([N:30]1[CH2:31][C@:27]([O:26][CH3:25])([C:36]2[CH:45]=[CH:44][C:43]3[C:38](=[CH:39][C:40]([CH:48]=[CH2:49])=[C:41]([O:46][CH3:47])[CH:42]=3)[CH:37]=2)[CH2:28][C@H:29]1[C:32]([O:34][CH3:35])=[O:33])=[O:60])=[O:56]. The catalyst class is: 2. (2) Reactant: C([NH:8][C@H:9]1[CH2:13][CH2:12][CH2:11][C@H:10]1[C:14]([O:16][CH2:17][CH3:18])=[O:15])C1C=CC=CC=1. Product: [NH2:8][C@H:9]1[CH2:13][CH2:12][CH2:11][C@H:10]1[C:14]([O:16][CH2:17][CH3:18])=[O:15]. The catalyst class is: 63. (3) Reactant: [H-].[Na+].[O:3]1[C:7]2([CH2:12][CH2:11][CH:10]([CH:13]3[NH:17][C:16](=[O:18])[CH2:15][CH2:14]3)[CH2:9][CH2:8]2)[O:6][CH2:5][CH2:4]1.CI.[C:21]([O-])(O)=O.[Na+]. Product: [CH3:21][N:17]1[CH:13]([CH:10]2[CH2:9][CH2:8][C:7]3([O:3][CH2:4][CH2:5][O:6]3)[CH2:12][CH2:11]2)[CH2:14][CH2:15][C:16]1=[O:18]. The catalyst class is: 1. (4) Reactant: [C:1]([NH:5][C:6]([C:8]1[S:26][C:11]2[N:12]=[C:13]([S:24][CH3:25])[N:14]=[C:15]([C:16]3[CH:21]=[CH:20][CH:19]=[C:18]([O:22]C)[CH:17]=3)[C:10]=2[C:9]=1[NH2:27])=[O:7])([CH3:4])([CH3:3])[CH3:2].B(Br)(Br)Br.C([O-])(O)=O.[Na+]. Product: [C:1]([NH:5][C:6]([C:8]1[S:26][C:11]2[N:12]=[C:13]([S:24][CH3:25])[N:14]=[C:15]([C:16]3[CH:21]=[CH:20][CH:19]=[C:18]([OH:22])[CH:17]=3)[C:10]=2[C:9]=1[NH2:27])=[O:7])([CH3:4])([CH3:2])[CH3:3]. The catalyst class is: 2. (5) Reactant: [CH2:1]([O:5][C:6]([N:8]1[CH2:12][CH2:11][CH:10]([NH:13]C(OCC2C=CC=CC=2)=O)[CH2:9]1)=[O:7])[CH2:2][CH2:3][CH3:4]. Product: [CH2:1]([O:5][C:6]([N:8]1[CH2:12][CH2:11][CH:10]([NH2:13])[CH2:9]1)=[O:7])[CH2:2][CH2:3][CH3:4]. The catalyst class is: 78. (6) Reactant: [H-].[Na+].[I-].[CH3:4][S+](C)(C)=O.[F:9][C:10]1[CH:11]=[CH:12][C:13]([O:33][CH:34]([CH3:36])[CH3:35])=[C:14]([N:16]2[CH2:21][CH2:20][N:19]([CH2:22][CH2:23][CH2:24][N:25]3[C:29](=[O:30])[CH:28]=[C:27]([CH3:31])[C:26]3=[O:32])[CH2:18][CH2:17]2)[CH:15]=1. Product: [F:9][C:10]1[CH:11]=[CH:12][C:13]([O:33][CH:34]([CH3:36])[CH3:35])=[C:14]([N:16]2[CH2:17][CH2:18][N:19]([CH2:22][CH2:23][CH2:24][N:25]3[C:29](=[O:30])[CH:28]4[C:27]([CH3:4])([CH2:31]4)[C:26]3=[O:32])[CH2:20][CH2:21]2)[CH:15]=1. The catalyst class is: 16. (7) Reactant: [F:1][C:2]([F:22])([F:21])[C@@:3]([OH:20])([C:14]1[CH:19]=[CH:18][CH:17]=[CH:16][CH:15]=1)[C:4]([O:6]C1C=CC(F)=CC=1)=O.[Cl-].[F:24][C:25]([F:35])([F:34])[C:26]1[CH:27]=[C:28]([CH2:32][NH3+:33])[CH:29]=[N:30][CH:31]=1.CN1CCOCC1.C1CN([P+](ON2N=NC3C=CC=CC2=3)(N2CCCC2)N2CCCC2)CC1.[F:69][P-](F)(F)(F)(F)F. Product: [F:22][C:2]([F:1])([F:21])[C@:3]([C:14]1[CH:15]=[CH:16][C:17]([F:69])=[CH:18][CH:19]=1)([OH:20])[C:4]([NH:33][CH2:32][C:28]1[CH:29]=[N:30][CH:31]=[C:26]([C:25]([F:34])([F:24])[F:35])[CH:27]=1)=[O:6]. The catalyst class is: 508.